Dataset: Forward reaction prediction with 1.9M reactions from USPTO patents (1976-2016). Task: Predict the product of the given reaction. (1) Given the reactants [O:1]1[C:9]2[CH:8]=[CH:7][NH:6][C:5](=[O:10])[C:4]=2[CH:3]=[CH:2]1.C1C(=O)N([Br:18])C(=O)C1.O.C(=O)(O)[O-].[Na+], predict the reaction product. The product is: [Br:18][C:8]1[C:9]2[O:1][CH:2]=[CH:3][C:4]=2[C:5](=[O:10])[NH:6][CH:7]=1. (2) Given the reactants [CH3:1][C:2]1([CH3:22])[C:11]2[N:10]=[C:9]([N:12]3[CH2:17][CH2:16][CH:15]([CH3:18])[CH2:14][CH2:13]3)[C:8]([C:19]([OH:21])=O)=[CH:7][C:6]=2[CH2:5][CH2:4][CH2:3]1.CN(C(ON1N=NC2C=CC=NC1=2)=[N+](C)C)C.F[P-](F)(F)(F)(F)F.C(=O)([O-])[O-].[Na+].[Na+].[Cl:53][C:54]1[C:55]([S:60]([NH2:63])(=[O:62])=[O:61])=[N:56][CH:57]=[CH:58][N:59]=1, predict the reaction product. The product is: [Cl:53][C:54]1[C:55]([S:60]([NH:63][C:19]([C:8]2[C:9]([N:12]3[CH2:13][CH2:14][CH:15]([CH3:18])[CH2:16][CH2:17]3)=[N:10][C:11]3[C:2]([CH3:1])([CH3:22])[CH2:3][CH2:4][CH2:5][C:6]=3[CH:7]=2)=[O:21])(=[O:61])=[O:62])=[N:56][CH:57]=[CH:58][N:59]=1. (3) Given the reactants O=[C:2]1[CH2:11][CH2:10][CH2:9][C:8]2[C:7]([C:12]#[N:13])=[CH:6][CH:5]=[CH:4][C:3]1=2.[CH:14](C1C2C=CC=C(C#N)C=2CC1)=[O:15], predict the reaction product. The product is: [CH:14]([CH:2]1[CH2:11][CH2:10][CH2:9][C:8]2[C:7]([C:12]#[N:13])=[CH:6][CH:5]=[CH:4][C:3]1=2)=[O:15]. (4) Given the reactants [C:1]([OH:9])(=O)[C:2]1[CH:7]=[CH:6][CH:5]=[CH:4][CH:3]=1.C(C1NC=CN=1)(C1NC=CN=1)=O.[Cl:22][C:23]1[CH:42]=[CH:41][C:26]2[NH:27][C:28]([C:30]3[CH:40]=[CH:39][C:33](/[C:34](=[N:37]/[H])/[NH:35]O)=[CH:32][CH:31]=3)=[N:29][C:25]=2[CH:24]=1, predict the reaction product. The product is: [Cl:22][C:23]1[CH:42]=[CH:41][C:26]2[NH:27][C:28]([C:30]3[CH:31]=[CH:32][C:33]([C:34]4[N:37]=[C:1]([C:2]5[CH:3]=[CH:4][CH:5]=[CH:6][CH:7]=5)[O:9][N:35]=4)=[CH:39][CH:40]=3)=[N:29][C:25]=2[CH:24]=1. (5) Given the reactants O1C2C=CC=CC=2N=C1C(OCC1C=CC=CC=1)=O.C(N(CC)CC)C.[H][H].C(Cl)(=O)C(Cl)=O.NC1C=CC(C#N)=CC=1C(OCC1C=CC=CC=1)=O.[O:54]1[C:58]2[CH:59]=[CH:60][CH:61]=[CH:62][C:57]=2[N:56]=[C:55]1[C:63]([NH:65][C:66]1[CH:81]=[CH:80][C:79]([C:82]#[N:83])=[CH:78][C:67]=1[C:68]([O:70]CC1C=CC=CC=1)=[O:69])=[O:64], predict the reaction product. The product is: [O:54]1[C:58]2[CH:59]=[CH:60][CH:61]=[CH:62][C:57]=2[N:56]=[C:55]1[C:63]([NH:65][C:66]1[CH:81]=[CH:80][C:79]([C:82]#[N:83])=[CH:78][C:67]=1[C:68]([OH:70])=[O:69])=[O:64]. (6) Given the reactants [NH:1]1[C:9]2[C:4](=[CH:5][CH:6]=[CH:7][CH:8]=2)[C:3]([CH2:10][C:11]2[CH:20]=[CH:19][C:14]([C:15]([O:17][CH3:18])=[O:16])=[CH:13][CH:12]=2)=[CH:2]1.[H-].[Na+].[CH3:23]I, predict the reaction product. The product is: [CH3:23][N:1]1[C:9]2[C:4](=[CH:5][CH:6]=[CH:7][CH:8]=2)[C:3]([CH2:10][C:11]2[CH:20]=[CH:19][C:14]([C:15]([O:17][CH3:18])=[O:16])=[CH:13][CH:12]=2)=[CH:2]1.